This data is from Catalyst prediction with 721,799 reactions and 888 catalyst types from USPTO. The task is: Predict which catalyst facilitates the given reaction. (1) Reactant: [Br:1][C:2]1[CH:3]=[CH:4][C:5]2[S:9][C:8]([CH2:10][NH2:11])=[N:7][C:6]=2[CH:12]=1.C(N(CC)CC)C.[CH3:20][S:21](Cl)(=[O:23])=[O:22]. Product: [Br:1][C:2]1[CH:3]=[CH:4][C:5]2[S:9][C:8]([CH2:10][NH:11][S:21]([CH3:20])(=[O:23])=[O:22])=[N:7][C:6]=2[CH:12]=1. The catalyst class is: 2. (2) Reactant: C(OC(C)(C)C)(C)(C)C.[K].[Cl:11][C:12]1[CH:17]=[C:16]([Cl:18])[CH:15]=[CH:14][C:13]=1[SH:19].Cl[C:21]1[S:25][C:24]([CH:26]=[O:27])=[CH:23][C:22]=1[N+:28]([O-:30])=[O:29].O. Product: [Cl:11][C:12]1[CH:17]=[C:16]([Cl:18])[CH:15]=[CH:14][C:13]=1[S:19][C:21]1[S:25][C:24]([CH:26]=[O:27])=[CH:23][C:22]=1[N+:28]([O-:30])=[O:29]. The catalyst class is: 7. (3) Reactant: [C:1]([O:5][C:6](=[O:21])[CH2:7][C@@:8]1([CH2:17][N+:18]([O-])=O)[CH2:14][C@@H:13]2[C@H:9]1[CH:10]=[C:11]([CH2:15][CH3:16])[CH2:12]2)([CH3:4])([CH3:3])[CH3:2].[Cl-].[NH4+]. Product: [C:1]([O:5][C:6](=[O:21])[CH2:7][C@@:8]1([CH2:17][NH2:18])[CH2:14][C@@H:13]2[C@H:9]1[CH:10]=[C:11]([CH2:15][CH3:16])[CH2:12]2)([CH3:3])([CH3:2])[CH3:4]. The catalyst class is: 190. (4) Reactant: [F:1][C:2]([F:49])([F:48])[C:3]1[CH:4]=[C:5]([CH:41]=[C:42]([C:44]([F:47])([F:46])[F:45])[CH:43]=1)[C:6]([N:8]1[CH2:12][C@@:11]([CH2:20][CH2:21][N:22]2[CH2:27][CH2:26][C:25]3([C:35]4[C:30](=[CH:31][CH:32]=[CH:33][CH:34]=4)[CH2:29][C@@H:28]3[O:36][CH2:37][C:38](O)=[O:39])[CH2:24][CH2:23]2)([C:13]2[CH:18]=[CH:17][C:16]([F:19])=[CH:15][CH:14]=2)[O:10][CH2:9]1)=[O:7].C([N:52]([CH2:55][CH3:56])[CH2:53]C)C.C(Cl)(=O)C(C)(C)C.[CH3:64][NH:65][CH:66](NC)CC. Product: [F:49][C:2]([F:48])([F:1])[C:3]1[CH:4]=[C:5]([CH:41]=[C:42]([C:44]([F:46])([F:47])[F:45])[CH:43]=1)[C:6]([N:8]1[CH2:12][C@@:11]([CH2:20][CH2:21][N:22]2[CH2:27][CH2:26][C:25]3([C:35]4[C:30](=[CH:31][CH:32]=[CH:33][CH:34]=4)[CH2:29][C@@H:28]3[O:36][CH2:37][C:38]([N:52]([CH3:53])[CH2:55][CH2:56][CH2:64][NH:65][CH3:66])=[O:39])[CH2:24][CH2:23]2)([C:13]2[CH:18]=[CH:17][C:16]([F:19])=[CH:15][CH:14]=2)[O:10][CH2:9]1)=[O:7]. The catalyst class is: 2. (5) Reactant: [C:1]([C:4]1[CH:9]=[CH:8][N:7]=[CH:6][CH:5]=1)(=[O:3])[CH3:2].[BH4-].[Na+].CO. Product: [N:7]1[CH:8]=[CH:9][C:4]([CH:1]([OH:3])[CH3:2])=[CH:5][CH:6]=1. The catalyst class is: 27. (6) Reactant: [I:1][C:2]1[NH:3][C:4]([I:8])=[C:5]([I:7])[N:6]=1.[H-].[Na+].I[CH2:12][CH2:13][N:14]1[CH2:18][CH2:17][CH2:16][CH2:15]1.I. Product: [I:1][C:2]1[N:3]([CH2:12][CH2:13][N:14]2[CH2:18][CH2:17][CH2:16][CH2:15]2)[C:4]([I:8])=[C:5]([I:7])[N:6]=1. The catalyst class is: 31. (7) Reactant: [C:1]([O:4][C@H:5]1[C@H:10]([O:11][C:12](=[O:14])[CH3:13])[C@@H:9]([O:15][C:16](=[O:18])[CH3:17])[C@H:8]([C:19]2[CH:24]=[CH:23][C:22]([Cl:25])=[C:21]([CH2:26][C:27]3[CH:32]=[CH:31][C:30]([OH:33])=[C:29]([NH2:34])[CH:28]=3)[CH:20]=2)[O:7][C@@H:6]1[CH2:35][O:36][C:37](=[O:39])[CH3:38])(=[O:3])[CH3:2].Cl[C:41](=[CH2:44])[C:42]#[N:43].C(=O)([O-])[O-].[K+].[K+]. Product: [C:1]([O:4][C@H:5]1[C@H:10]([O:11][C:12](=[O:14])[CH3:13])[C@@H:9]([O:15][C:16](=[O:18])[CH3:17])[C@H:8]([C:19]2[CH:24]=[CH:23][C:22]([Cl:25])=[C:21]([CH2:26][C:27]3[CH:32]=[CH:31][C:30]4[O:33][CH:41]([C:42]#[N:43])[CH2:44][NH:34][C:29]=4[CH:28]=3)[CH:20]=2)[O:7][C@@H:6]1[CH2:35][O:36][C:37](=[O:39])[CH3:38])(=[O:3])[CH3:2]. The catalyst class is: 10.